This data is from Forward reaction prediction with 1.9M reactions from USPTO patents (1976-2016). The task is: Predict the product of the given reaction. (1) Given the reactants [CH2:1]([C:3]1[C:12]2[C:7](=[CH:8][CH:9]=[CH:10][CH:11]=2)[N:6]=[C:5]([OH:13])[C:4]=1C(O)=O)[CH3:2].C1(OC2C=CC=CC=2)C=CC=CC=1, predict the reaction product. The product is: [CH2:1]([C:3]1[C:12]2[C:7](=[CH:8][CH:9]=[CH:10][CH:11]=2)[N:6]=[C:5]([OH:13])[CH:4]=1)[CH3:2]. (2) Given the reactants Br[C:2]1[CH:10]=[C:9]2[C:5]([C:6]([C:19]([NH:21][C:22]3[CH:23]=[N:24][N:25]([CH2:27][C:28]4[CH:33]=[CH:32][CH:31]=[C:30]([C:34]#[N:35])[CH:29]=4)[CH:26]=3)=[O:20])=[N:7][N:8]2[CH2:11][O:12][CH2:13][CH2:14][Si:15]([CH3:18])([CH3:17])[CH3:16])=[CH:4][CH:3]=1.C(=O)([O-])[O-].[Cs+].[Cs+].CC(OC1C=CC=C(OC(C)C)C=1C1C(P(C2CCCCC2)C2CCCCC2)=CC=CC=1)C.[OH:75][CH:76]1[CH2:80][CH2:79][NH:78][CH2:77]1, predict the reaction product. The product is: [C:34]([C:30]1[CH:29]=[C:28]([CH:33]=[CH:32][CH:31]=1)[CH2:27][N:25]1[CH:26]=[C:22]([NH:21][C:19]([C:6]2[C:5]3[C:9](=[CH:10][C:2]([N:78]4[CH2:79][CH2:80][CH:76]([OH:75])[CH2:77]4)=[CH:3][CH:4]=3)[N:8]([CH2:11][O:12][CH2:13][CH2:14][Si:15]([CH3:16])([CH3:18])[CH3:17])[N:7]=2)=[O:20])[CH:23]=[N:24]1)#[N:35]. (3) Given the reactants C1(P(C2C=CC=CC=2)C2C=CC=CC=2)C=CC=CC=1.CCOC(/N=N/C(OCC)=O)=O.[S:32]1C=C[CH:34]=[C:33]1CC(O)=O.[CH3:41][O:42][C:43](=[O:58])[C:44]1[CH:49]=[CH:48][C:47]([CH2:50][OH:51])=[CH:46][C:45]=1[C:52]1[CH:57]=[CH:56][CH:55]=[CH:54][CH:53]=1.C([O-])([O-])=O.[K+].[K+], predict the reaction product. The product is: [CH3:41][O:42][C:43](=[O:58])[C:44]1[CH:49]=[CH:48][C:47]([CH2:50][O:51][C:33](=[S:32])[CH3:34])=[CH:46][C:45]=1[C:52]1[CH:57]=[CH:56][CH:55]=[CH:54][CH:53]=1.